Dataset: Reaction yield outcomes from USPTO patents with 853,638 reactions. Task: Predict the reaction yield, written as a fraction of the theoretical maximum amount of product (1.0 means a 100% yield; for example, 0.34 means a 34% yield). (1) The reactants are [H-].[Na+].S([N:13]1[C:17]2=[N:18][CH:19]=[C:20]([NH:22][C:23]3[N:39]=[C:26]4[CH:27]=[CH:28][CH:29]=[C:30]([CH2:31][N:32]5[CH2:37][CH2:36][NH:35][C:34](=[O:38])[CH2:33]5)[N:25]4[N:24]=3)[CH:21]=[C:16]2[CH:15]=[CH:14]1)(C1C=CC(C)=CC=1)(=O)=O.CN.FC(F)(F)C(O)=O. The catalyst is O1CCOCC1.CN1CCCC1=O.CO. The product is [NH:13]1[C:17]2=[N:18][CH:19]=[C:20]([NH:22][C:23]3[N:39]=[C:26]4[CH:27]=[CH:28][CH:29]=[C:30]([CH2:31][N:32]5[CH2:37][CH2:36][NH:35][C:34](=[O:38])[CH2:33]5)[N:25]4[N:24]=3)[CH:21]=[C:16]2[CH:15]=[CH:14]1. The yield is 0.460. (2) The reactants are N(C(OC(C)C)=O)=NC(OC(C)C)=O.[C:15]([O:19][CH2:20][CH2:21][CH2:22][OH:23])([CH3:18])([CH3:17])[CH3:16].C1(P(C2C=CC=CC=2)C2C=CC=CC=2)C=CC=CC=1.O[N:44]1[C:48](=[O:49])[C:47]2=[CH:50][CH:51]=[CH:52][CH:53]=[C:46]2[C:45]1=[O:54]. The catalyst is C1COCC1. The product is [C:15]([O:19][CH2:20][CH2:21][CH2:22][O:23][N:44]1[C:48](=[O:49])[C:47]2[C:46](=[CH:53][CH:52]=[CH:51][CH:50]=2)[C:45]1=[O:54])([CH3:18])([CH3:17])[CH3:16]. The yield is 0.820. (3) The reactants are Br[C:2]1[CH:7]=[CH:6][CH:5]=[C:4]([Br:8])[N:3]=1.C([Li])CCC.[C:14]([O:18][C:19]([N:21]1[CH2:26][CH2:25][CH:24]([C:27](N(OC)C)=[O:28])[CH2:23][CH2:22]1)=[O:20])([CH3:17])([CH3:16])[CH3:15].[OH-].[Na+]. The catalyst is ClCCl.CCCCCC. The product is [Br:8][C:4]1[CH:5]=[CH:6][CH:7]=[C:2]([C:27]([CH:24]2[CH2:25][CH2:26][N:21]([C:19]([O:18][C:14]([CH3:17])([CH3:16])[CH3:15])=[O:20])[CH2:22][CH2:23]2)=[O:28])[N:3]=1. The yield is 1.00. (4) The product is [CH3:1][O:2][CH2:3][CH2:4][O:5][CH2:6][C:7]1[N:12]=[CH:11][C:10]([O:13][C:14]2[CH:15]=[C:16]3[C:20](=[C:21]([O:23][CH:24]4[CH2:29][CH2:28][O:27][CH2:26][CH2:25]4)[CH:22]=2)[NH:19][C:18]([C:30](=[S:42])[NH2:32])=[CH:17]3)=[CH:9][CH:8]=1. The catalyst is O1CCCC1. The reactants are [CH3:1][O:2][CH2:3][CH2:4][O:5][CH2:6][C:7]1[N:12]=[CH:11][C:10]([O:13][C:14]2[CH:15]=[C:16]3[C:20](=[C:21]([O:23][CH:24]4[CH2:29][CH2:28][O:27][CH2:26][CH2:25]4)[CH:22]=2)[NH:19][C:18]([C:30]([NH2:32])=O)=[CH:17]3)=[CH:9][CH:8]=1.COC1C=CC(P2(SP(C3C=CC(OC)=CC=3)(=S)S2)=[S:42])=CC=1.C(OCC)(=O)C.CCCCCC. The yield is 0.960.